This data is from Forward reaction prediction with 1.9M reactions from USPTO patents (1976-2016). The task is: Predict the product of the given reaction. Given the reactants [CH2:1]([O:8][C:9]1[CH:14]=[CH:13][C:12]([CH2:15][CH2:16][C:17]([NH:33][C:34]([O:36][C:37]([CH3:40])([CH3:39])[CH3:38])=[O:35])([CH2:31][OH:32])[CH2:18][O:19][C:20](=[O:30])[C:21]2[CH:26]=[CH:25][CH:24]=[CH:23][C:22]=2[N+:27]([O-:29])=[O:28])=[CH:11][CH:10]=1)[C:2]1[CH:7]=[CH:6][CH:5]=[CH:4][CH:3]=1.CO[C:43](OC)([CH3:45])[CH3:44].C1(C)C=CC(S(O)(=O)=O)=CC=1, predict the reaction product. The product is: [C:37]([O:36][C:34]([N:33]1[C:17]([CH2:16][CH2:15][C:12]2[CH:11]=[CH:10][C:9]([O:8][CH2:1][C:2]3[CH:7]=[CH:6][CH:5]=[CH:4][CH:3]=3)=[CH:14][CH:13]=2)([CH2:18][O:19][C:20](=[O:30])[C:21]2[CH:26]=[CH:25][CH:24]=[CH:23][C:22]=2[N+:27]([O-:29])=[O:28])[CH2:31][O:32][C:43]1([CH3:45])[CH3:44])=[O:35])([CH3:40])([CH3:39])[CH3:38].